From a dataset of Peptide-MHC class I binding affinity with 185,985 pairs from IEDB/IMGT. Regression. Given a peptide amino acid sequence and an MHC pseudo amino acid sequence, predict their binding affinity value. This is MHC class I binding data. The peptide sequence is SPPAVPQSFQV. The MHC is Mamu-A01 with pseudo-sequence Mamu-A01. The binding affinity (normalized) is 0.405.